This data is from Retrosynthesis with 50K atom-mapped reactions and 10 reaction types from USPTO. The task is: Predict the reactants needed to synthesize the given product. (1) The reactants are: CC(C)(C)OC(=O)N1CCOc2c(Br)cccc2C1.COc1ccccc1B(O)O. Given the product COc1ccccc1-c1cccc2c1OCCN(C(=O)OC(C)(C)C)C2, predict the reactants needed to synthesize it. (2) Given the product O=CNc1nc(C(=NOC2CCCC2)C(=O)O)cs1, predict the reactants needed to synthesize it. The reactants are: Nc1nc(C(=NOC2CCCC2)C(=O)O)cs1.O=CO. (3) Given the product CCOC(=O)CCc1cc(C(=O)Nc2cc(CCCCCCN3C(=O)c4ccccc4C3=O)c(OCCCCCCCN3C(=O)c4ccccc4C3=O)c(CCCCCCN3C(=O)c4ccccc4C3=O)c2)n(Cc2ccccc2)c1C#CC(O)(c1ccccc1)c1ccccc1, predict the reactants needed to synthesize it. The reactants are: CCOC(=O)C=Cc1cc(C(=O)Nc2cc(CCCCCCN3C(=O)c4ccccc4C3=O)c(OCCCCCCCN3C(=O)c4ccccc4C3=O)c(CCCCCCN3C(=O)c4ccccc4C3=O)c2)n(Cc2ccccc2)c1C#CC(O)(c1ccccc1)c1ccccc1.